This data is from Full USPTO retrosynthesis dataset with 1.9M reactions from patents (1976-2016). The task is: Predict the reactants needed to synthesize the given product. (1) Given the product [CH2:20]([C:19]([C:16]1[CH:17]=[CH:18][C:13]([C:11]2[CH:12]=[C:7]([CH2:6][C:5]([OH:41])=[O:4])[CH:8]=[N:9][CH:10]=2)=[C:14]([CH3:40])[CH:15]=1)([C:22]1[CH:27]=[CH:26][C:25]([C:28]#[C:29][C:30]2([OH:36])[CH2:35][CH2:34][CH2:33][CH2:32][CH2:31]2)=[C:24]([CH3:37])[CH:23]=1)[CH2:38][CH3:39])[CH3:21], predict the reactants needed to synthesize it. The reactants are: [OH-].[Na+].C[O:4][C:5](=[O:41])[CH2:6][C:7]1[CH:8]=[N:9][CH:10]=[C:11]([C:13]2[CH:18]=[CH:17][C:16]([C:19]([CH2:38][CH3:39])([C:22]3[CH:27]=[CH:26][C:25]([C:28]#[C:29][C:30]4([OH:36])[CH2:35][CH2:34][CH2:33][CH2:32][CH2:31]4)=[C:24]([CH3:37])[CH:23]=3)[CH2:20][CH3:21])=[CH:15][C:14]=2[CH3:40])[CH:12]=1.[Cl-].[NH4+]. (2) Given the product [Cl:11][C:9]1[CH:10]=[C:5]([N:2]([CH3:3])[CH3:1])[N:6]=[C:7]([N:12]2[CH2:17][CH2:16][N:15]([C:18]3[CH:23]=[CH:22][CH:21]=[CH:20][CH:19]=3)[CH2:14][CH2:13]2)[N:8]=1, predict the reactants needed to synthesize it. The reactants are: [CH3:1][NH:2][CH3:3].Cl[C:5]1[CH:10]=[C:9]([Cl:11])[N:8]=[C:7]([N:12]2[CH2:17][CH2:16][N:15]([C:18]3[CH:23]=[CH:22][CH:21]=[CH:20][CH:19]=3)[CH2:14][CH2:13]2)[N:6]=1.O. (3) Given the product [NH2:27][C:25]1[N:24]=[C:23]2[C:19]([N:20]=[CH:21][N:22]2[CH2:15][C:5]2[C:6]3[CH2:7][C:8]([CH3:14])([CH3:13])[CH2:9][C:10](=[O:12])[C:11]=3[N:3]([CH2:1][CH3:2])[N:4]=2)=[C:18]([Cl:17])[N:26]=1, predict the reactants needed to synthesize it. The reactants are: [CH2:1]([N:3]1[C:11]2[C:10](=[O:12])[CH2:9][C:8]([CH3:14])([CH3:13])[CH2:7][C:6]=2[C:5]([CH:15]=O)=[N:4]1)[CH3:2].[Cl:17][C:18]1[N:26]=[C:25]([NH2:27])[N:24]=[C:23]2[C:19]=1[N:20]=[CH:21][NH:22]2.CC([O-])=O.[Na+].CO. (4) Given the product [Cl:9][C:10]1[N:11]=[CH:12][CH:13]=[C:14]([Cl:16])[C:15]=1[C:17]([OH:19])=[O:18], predict the reactants needed to synthesize it. The reactants are: C([N-]C(C)C)(C)C.[Li+].[Cl:9][C:10]1[CH:15]=[C:14]([Cl:16])[CH:13]=[CH:12][N:11]=1.[C:17](=[O:19])=[O:18]. (5) The reactants are: [ClH:1].CO[C:4](=[O:20])[C@H:5]([CH2:7][C:8]1[C:16]2[C:11](=[CH:12][CH:13]=[C:14]([N+:17]([O-:19])=[O:18])[CH:15]=2)[NH:10][CH:9]=1)[NH2:6].[NH2:21][NH-]. Given the product [ClH:1].[N+:17]([C:14]1[CH:15]=[C:16]2[C:11]([NH:10][CH:9]=[C:8]2[CH2:7][C@@H:5]([C:4]([NH2:21])=[O:20])[NH2:6])=[CH:12][CH:13]=1)([O-:19])=[O:18], predict the reactants needed to synthesize it. (6) The reactants are: Cl[C:2]1[N:10]=[C:9](Cl)[CH:8]=[CH:7][C:3]=1[C:4]([NH2:6])=[O:5].[F:12][C:13]1([F:26])[CH2:18][CH2:17][N:16]([C:19]2[CH:25]=[CH:24][C:22]([NH2:23])=[CH:21][CH:20]=2)[CH2:15][CH2:14]1.C(O[C:32](=[O:39])[NH:33][C@H:34]1[CH2:38][CH2:37][NH:36][CH2:35]1)(C)(C)C.[C:40](O)(=O)[CH:41]=C. Given the product [C:32]([NH:33][C@H:34]1[CH2:38][CH2:37][N:36]([C:9]2[CH:8]=[CH:7][C:3]([C:4]([NH2:6])=[O:5])=[C:2]([NH:23][C:22]3[CH:24]=[CH:25][C:19]([N:16]4[CH2:17][CH2:18][C:13]([F:12])([F:26])[CH2:14][CH2:15]4)=[CH:20][CH:21]=3)[N:10]=2)[CH2:35]1)(=[O:39])[CH:40]=[CH2:41], predict the reactants needed to synthesize it. (7) Given the product [C:30]([C:28]1[CH:27]=[CH:26][C:8]2[N:9]([CH2:12][C:13]3[C:22]4[C:17](=[CH:18][CH:19]=[CH:20][CH:21]=4)[N:16]=[CH:15][C:14]=3[CH:23]3[CH2:25][CH2:24]3)[C:10](=[O:11])[C@@H:4]([NH:3][C:43](=[O:44])[C@@H:41]([N:40]([CH3:46])[C:33](=[O:34])[O:35][C:36]([CH3:37])([CH3:39])[CH3:38])[CH3:42])[C@H:5]([CH3:32])[NH:6][C:7]=2[CH:29]=1)#[N:31], predict the reactants needed to synthesize it. The reactants are: Cl.Cl.[NH2:3][C@@H:4]1[C:10](=[O:11])[N:9]([CH2:12][C:13]2[C:22]3[C:17](=[CH:18][CH:19]=[CH:20][CH:21]=3)[N:16]=[CH:15][C:14]=2[CH:23]2[CH2:25][CH2:24]2)[C:8]2[CH:26]=[CH:27][C:28]([C:30]#[N:31])=[CH:29][C:7]=2[NH:6][C@H:5]1[CH3:32].[C:33]([N:40]([CH3:46])[C@H:41]([C:43](O)=[O:44])[CH3:42])([O:35][C:36]([CH3:39])([CH3:38])[CH3:37])=[O:34].C(N(CC)C(C)C)(C)C.CN(C(ON1N=NC2C=CC=CC1=2)=[N+](C)C)C.F[P-](F)(F)(F)(F)F. (8) Given the product [CH3:36][N:5]1[CH2:6][CH:1]2[CH2:7][CH:4]1[CH2:3][N:2]2[C:8]1[C:17]2[C:12](=[CH:13][CH:14]=[CH:15][CH:16]=2)[N:11]=[C:10]([C:18]2[CH:23]=[CH:22][N:21]=[C:20]([NH:24][C@H:25]([C:27]3[CH:32]=[CH:31][CH:30]=[CH:29][CH:28]=3)[CH3:26])[CH:19]=2)[N:9]=1, predict the reactants needed to synthesize it. The reactants are: [CH:1]12[CH2:7][CH:4]([NH:5][CH2:6]1)[CH2:3][N:2]2[C:8]1[C:17]2[C:12](=[CH:13][CH:14]=[CH:15][CH:16]=2)[N:11]=[C:10]([C:18]2[CH:23]=[CH:22][N:21]=[C:20]([NH:24][C@H:25]([C:27]3[CH:32]=[CH:31][CH:30]=[CH:29][CH:28]=3)[CH3:26])[CH:19]=2)[N:9]=1.C=O.[BH3-][C:36]#N.[Na+].C([O-])(O)=O.[Na+]. (9) Given the product [CH2:21]([C:12]1([CH2:9][CH2:8][CH2:7][CH2:6][CH2:5][CH2:4][CH2:3][CH2:2][CH2:1][CH2:13][CH2:12][CH2:16][CH2:15][CH3:18])[C:11]2[CH:10]=[CH:9][CH:8]=[CH:7][C:6]=2[C:5]2[C:13]1=[CH:1][CH:2]=[CH:3][CH:4]=2)[CH2:22][CH2:23][CH2:24][CH2:25][CH2:26][CH2:27][CH2:28][CH2:29][CH2:30][CH2:31][CH2:32][CH2:33][CH3:34], predict the reactants needed to synthesize it. The reactants are: [CH:1]1[C:13]2[CH2:12][C:11]3[C:6](=[CH:7][CH:8]=[CH:9][CH:10]=3)[C:5]=2[CH:4]=[CH:3][CH:2]=1.C[C:15]([CH3:18])([O-])[CH3:16].[K+].Br[CH2:21][CH2:22][CH2:23][CH2:24][CH2:25][CH2:26][CH2:27][CH2:28][CH2:29][CH2:30][CH2:31][CH2:32][CH2:33][CH3:34]. (10) Given the product [CH:1]([O:4][C:5](=[O:23])[NH:6][C:7]1[CH:8]=[C:9]2[N:15]=[C:14]([C:16]3[CH:21]=[CH:20][CH:19]=[C:18]([NH:22][S:25]([CH3:24])(=[O:27])=[O:26])[CH:17]=3)[NH:13][C:10]2=[N:11][CH:12]=1)([CH3:3])[CH3:2], predict the reactants needed to synthesize it. The reactants are: [CH:1]([O:4][C:5](=[O:23])[NH:6][C:7]1[CH:8]=[C:9]2[N:15]=[C:14]([C:16]3[CH:21]=[CH:20][CH:19]=[C:18]([NH2:22])[CH:17]=3)[NH:13][C:10]2=[N:11][CH:12]=1)([CH3:3])[CH3:2].[CH3:24][S:25](Cl)(=[O:27])=[O:26].N1C=CC=CC=1.Cl.